Dataset: Forward reaction prediction with 1.9M reactions from USPTO patents (1976-2016). Task: Predict the product of the given reaction. (1) Given the reactants [F:1][C:2]([F:22])([F:21])[C:3]1[CH:4]=[C:5]([S:9]([N:12]2[CH2:16][C@H:15]3[C@H:17]([NH2:20])[CH2:18][CH2:19][C@H:14]3[CH2:13]2)(=[O:11])=[O:10])[CH:6]=[CH:7][CH:8]=1.[CH:23](=O)[C:24]([CH3:27])([CH3:26])[CH3:25].C(O)(=O)C.C([BH3-])#N, predict the reaction product. The product is: [CH2:23]([NH:20][C@H:17]1[C@H:15]2[C@H:14]([CH2:13][N:12]([S:9]([C:5]3[CH:6]=[CH:7][CH:8]=[C:3]([C:2]([F:1])([F:21])[F:22])[CH:4]=3)(=[O:10])=[O:11])[CH2:16]2)[CH2:19][CH2:18]1)[C:24]([CH3:27])([CH3:26])[CH3:25]. (2) Given the reactants O=[C:2]1[CH2:7][CH2:6][CH2:5][CH:4]([NH:8][C:9](=[O:15])[O:10][C:11]([CH3:14])([CH3:13])[CH3:12])[CH2:3]1.[CH2:16]([NH2:23])[C:17]1[CH:22]=[CH:21][CH:20]=[CH:19][CH:18]=1, predict the reaction product. The product is: [CH2:16]([N:23]=[C:2]1[CH2:7][CH2:6][CH2:5][CH:4]([NH:8][C:9](=[O:15])[O:10][C:11]([CH3:14])([CH3:13])[CH3:12])[CH2:3]1)[C:17]1[CH:22]=[CH:21][CH:20]=[CH:19][CH:18]=1. (3) Given the reactants C(O[C:6](=O)[NH:7][CH2:8][C:9]#[C:10][C:11]1[S:36][C:14]2[N:15]=[CH:16][N:17]=[C:18]([NH:19][C:20]3[CH:25]=[CH:24][C:23]([O:26][CH2:27][C:28]4[CH:33]=[CH:32][CH:31]=[C:30]([F:34])[CH:29]=4)=[C:22]([Cl:35])[CH:21]=3)[C:13]=2[CH:12]=1)(C)(C)C.[OH-].[Na+], predict the reaction product. The product is: [Cl:35][C:22]1[CH:21]=[C:20]([NH:19][C:18]2[C:13]3[CH:12]=[C:11]([C:10]#[C:9][CH2:8][NH:7][CH3:6])[S:36][C:14]=3[N:15]=[CH:16][N:17]=2)[CH:25]=[CH:24][C:23]=1[O:26][CH2:27][C:28]1[CH:33]=[CH:32][CH:31]=[C:30]([F:34])[CH:29]=1. (4) Given the reactants [CH3:1][N:2]([CH3:19])[C:3]1([C:13]2[CH:18]=[CH:17][CH:16]=[CH:15][CH:14]=2)[CH2:12][CH2:11][C:6]2(OCC[O:7]2)[CH2:5][CH2:4]1, predict the reaction product. The product is: [CH3:1][N:2]([CH3:19])[C:3]1([C:13]2[CH:14]=[CH:15][CH:16]=[CH:17][CH:18]=2)[CH2:12][CH2:11][C:6](=[O:7])[CH2:5][CH2:4]1. (5) The product is: [CH3:5][N:4]([CH3:3])[CH2:7][CH2:8][NH:9][C:10]1[CH:11]=[C:12]([NH:16][C:17]2[N:22]=[C:21]([CH2:23][C:24]([NH:26][CH:27]3[CH2:32][CH:31]4[C:33]([CH3:34])([CH3:35])[C:28]3([CH3:36])[CH2:29][CH2:30]4)=[O:25])[CH:20]=[CH:19][N:18]=2)[CH:13]=[CH:14][CH:15]=1. Given the reactants O1C[CH2:5][N:4]([CH2:7][CH2:8][NH:9][C:10]2[CH:11]=[C:12]([NH:16][C:17]3[N:22]=[C:21]([CH2:23][C:24]([NH:26][CH:27]4[CH2:32][CH:31]5[C:33]([CH3:35])([CH3:34])[C:28]4([CH3:36])[CH2:29][CH2:30]5)=[O:25])[CH:20]=[CH:19][N:18]=3)[CH:13]=[CH:14][CH:15]=2)[CH2:3]C1.O1CCN(C2C=CC(NN3C(CC(NC4CC5C(C)(C)C4(C)CC5)=O)=CC=NC3)=CC=2)CC1.N1(CCNC2C=CC(NC3N=C(CC(NC4CC5C(C)(C)C4(C)CC5)=O)C=CN=3)=CC=2)CCCC1.N1(CCOC2C=CC(NC3N=C(CC(NC4CC5C(C)(C)C4(C)CC5)=O)C=CN=3)=CC=2)CCCCC1.C(N(CC)CCNC1C=CC(NC2N=C(CC(NC3CC4C(C)(C)C3(C)CC4)=O)C=CN=2)=CC=1)C.C(N(CC)CCNC1C=C(NC2N=C(CC(NC3CC4C(C)(C)C3(C)CC4)=O)C=CN=2)C=CC=1)C.C(N(CC)CCNC1C=C(NC2N=C(CC(NC(CC(C)C)C)=O)C=CN=2)C=CC=1)C.C1(NC2C=C(NN3C(CC(NC4CC5C(C)(C)C4(C)CC5)=O)=CC=NC3)C=CC=2)C=CC=CC=1.O1CCN(CCCNC2C=C(NC3N=C(CC(NC4CC5C(C)(C)C4(C)CC5)=O)C=CN=3)C=CC=2)CC1.COC1C=CC(NC2N=C(CC(NC3CC4C(C)(C)C3(C)CC4)=O)C=CN=2)=CC=1OCCN1CCOCC1.CN(C)C1C=C(NC2(CC(NC3CC4C(C)(C)C3(C)CC4)=O)C=CN=CN2)C=CC=1.C(N(CC)CCOC1C=C(NC2N=C(CC(NC3CC4C(C)(C)C3(C)CC4)=O)C=CN=2)C=CC=1OC)C.COC1C=CC(NC2N=C(CC(NC3CC4C(C)(C)C3(C)CC4)=O)C=CN=2)=CC=1OCCN1CCCC1.COC1C=CC(NC2N=C(CC(NC3CC4C(C)(C)C3(C)CC4)=O)C=CN=2)=CC=1NCCN1CCOCC1.C(CNC1C=C(NC2N=C(CC(NC3CC4C(C)(C)C3(C)CC4)=O)C=CN=2)C=CC=1)#N, predict the reaction product.